Task: Predict the product of the given reaction.. Dataset: Forward reaction prediction with 1.9M reactions from USPTO patents (1976-2016) (1) Given the reactants Br[C:2]1[CH:10]=[C:9]2[C:5]([CH:6]=[N:7][N:8]2[CH2:11][C:12]([CH3:15])([OH:14])[CH3:13])=[CH:4][C:3]=1[O:16][C:17]1[CH:22]=[CH:21][C:20]([F:23])=[CH:19][C:18]=1[F:24].C1(P(C2C=CC=CC=2)CCCP(C2C=CC=CC=2)C2C=CC=CC=2)C=CC=CC=1.[C:54](=O)([O-:56])[O-:55].[K+].[K+], predict the reaction product. The product is: [F:24][C:18]1[CH:19]=[C:20]([F:23])[CH:21]=[CH:22][C:17]=1[O:16][C:3]1[CH:4]=[C:5]2[C:9](=[CH:10][C:2]=1[C:54]([OH:56])=[O:55])[N:8]([CH2:11][C:12]([OH:14])([CH3:15])[CH3:13])[N:7]=[CH:6]2. (2) Given the reactants [CH3:1][N:2]([CH2:4][C:5]1[CH:10]=[CH:9][C:8]([NH2:11])=[CH:7][C:6]=1[C:12]([F:15])([F:14])[F:13])[CH3:3].Cl[C:17]1[N:22]=[CH:21][N:20]=[C:19]([NH2:23])[CH:18]=1, predict the reaction product. The product is: [CH3:3][N:2]([CH2:4][C:5]1[CH:10]=[CH:9][C:8]([NH:11][C:17]2[CH:18]=[C:19]([NH2:23])[N:20]=[CH:21][N:22]=2)=[CH:7][C:6]=1[C:12]([F:14])([F:13])[F:15])[CH3:1]. (3) The product is: [F:29][C:6]([F:5])([F:30])[C:7]1[CH:8]=[C:9]([NH:13][C:14]([N:16]2[CH2:22][CH2:21][CH2:20][CH2:19][C:18]3[CH:23]=[C:24]([OH:27])[CH:25]=[CH:26][C:17]2=3)=[O:15])[CH:10]=[CH:11][CH:12]=1. Given the reactants B(Br)(Br)Br.[F:5][C:6]([F:30])([F:29])[C:7]1[CH:8]=[C:9]([NH:13][C:14]([N:16]2[CH2:22][CH2:21][CH2:20][CH2:19][C:18]3[CH:23]=[C:24]([O:27]C)[CH:25]=[CH:26][C:17]2=3)=[O:15])[CH:10]=[CH:11][CH:12]=1.C([O-])([O-])=O.[Na+].[Na+].CCOC(C)=O, predict the reaction product. (4) Given the reactants C(OC(=O)[NH:7][C@@H:8]([CH2:15][C:16]1[CH:21]=[CH:20][CH:19]=[CH:18][CH:17]=1)[C:9]([C@@:11]1([CH3:14])[CH2:13][O:12]1)=[O:10])(C)(C)C.[C:23]([OH:29])([C:25]([F:28])([F:27])[F:26])=[O:24], predict the reaction product. The product is: [OH:29][C:23]([C:25]([F:28])([F:27])[F:26])=[O:24].[NH2:7][C@@H:8]([CH2:15][C:16]1[CH:21]=[CH:20][CH:19]=[CH:18][CH:17]=1)[C:9]([C@@:11]1([CH3:14])[CH2:13][O:12]1)=[O:10]. (5) Given the reactants [C:1]1([N:7]2[C:19](=[O:20])[C:10]3=[CH:11][NH:12][C:13]4[CH:14]=[CH:15][CH:16]=[CH:17][C:18]=4[C:9]3=[N:8]2)[CH:6]=[CH:5][CH:4]=[CH:3][CH:2]=1.ClC1C2C(=CC=C([F:32])C=2)N=CC=1C(OCC)=O.C1(NN)C=CC=CC=1, predict the reaction product. The product is: [F:32][C:16]1[CH:15]=[CH:14][C:13]2[NH:12][CH:11]=[C:10]3[C:19](=[O:20])[N:7]([C:1]4[CH:2]=[CH:3][CH:4]=[CH:5][CH:6]=4)[N:8]=[C:9]3[C:18]=2[CH:17]=1. (6) The product is: [C:1]([O:5][C:6]([N:8]1[CH2:12][C@H:11]([C:13]2[CH:14]=[CH:15][CH:16]=[CH:17][CH:18]=2)[CH2:10][C@H:9]1[C:19](=[O:20])[NH:55][C:56]1[S:57][CH:58]=[C:59]([C:61]2[CH:62]=[CH:63][C:64]([C:65](=[O:66])[NH:67][CH:68]3[CH2:69][CH2:70]3)=[CH:71][CH:72]=2)[N:60]=1)=[O:7])([CH3:4])([CH3:3])[CH3:2]. Given the reactants [C:1]([O:5][C:6]([N:8]1[CH2:12][C@H:11]([C:13]2[CH:18]=[CH:17][CH:16]=[CH:15][CH:14]=2)[CH2:10][C@H:9]1[C:19](O)=[O:20])=[O:7])([CH3:4])([CH3:3])[CH3:2].CCN(C(C)C)C(C)C.CN(C(ON1N=NC2C=CC=NC1=2)=[N+](C)C)C.F[P-](F)(F)(F)(F)F.[NH2:55][C:56]1[S:57][CH:58]=[C:59]([C:61]2[CH:72]=[CH:71][C:64]([C:65]([NH:67][CH:68]3[CH2:70][CH2:69]3)=[O:66])=[CH:63][CH:62]=2)[N:60]=1, predict the reaction product. (7) The product is: [C:31]([O:34][CH2:35][C:36]1[O:1][N:2]=[C:3]([C:4]2[CH:9]=[CH:8][C:7]([C:10]3[C:11]([O:17][CH2:18][C@H:19]4[CH2:21][C@@H:20]4[C:22]4[CH:27]=[CH:26][C:25]([O:28][CH3:29])=[CH:24][N:23]=4)=[N:12][C:13]([CH3:16])=[N:14][CH:15]=3)=[CH:6][CH:5]=2)[N:30]=1)(=[O:33])[CH3:32]. Given the reactants [OH:1][N:2]=[C:3]([NH2:30])[C:4]1[CH:9]=[CH:8][C:7]([C:10]2[C:11]([O:17][CH2:18][C@H:19]3[CH2:21][C@@H:20]3[C:22]3[CH:27]=[CH:26][C:25]([O:28][CH3:29])=[CH:24][N:23]=3)=[N:12][C:13]([CH3:16])=[N:14][CH:15]=2)=[CH:6][CH:5]=1.[C:31]([O:34][CH2:35][C:36](Cl)=O)(=[O:33])[CH3:32], predict the reaction product.